From a dataset of Full USPTO retrosynthesis dataset with 1.9M reactions from patents (1976-2016). Predict the reactants needed to synthesize the given product. (1) The reactants are: Cl.[CH2:2]([N:4](CC)CC)[CH3:3].[Cl:9][C:10]1[CH:11]=[C:12]([N:17]2[C:21]3=[N:22][CH:23]=[C:24]([S:25](Cl)(=[O:27])=[O:26])[N:20]3[C@:19]([CH3:41])([CH2:29][C:30]3[CH:35]=[CH:34][C:33]([O:36][C:37]([F:40])([F:39])[F:38])=[CH:32][CH:31]=3)[C:18]2=[O:42])[CH:13]=[C:14]([Cl:16])[CH:15]=1.CCO[C:46]([CH3:48])=[O:47].C[N:50]([CH:52]=[O:53])C. Given the product [Cl:9][C:10]1[CH:11]=[C:12]([N:17]2[C:21]3=[N:22][CH:23]=[C:24]([S:25]([NH:4][C@@H:2]([CH3:3])[C:52]([NH:50][CH2:48][CH2:46][OH:47])=[O:53])(=[O:27])=[O:26])[N:20]3[C@:19]([CH3:41])([CH2:29][C:30]3[CH:35]=[CH:34][C:33]([O:36][C:37]([F:40])([F:39])[F:38])=[CH:32][CH:31]=3)[C:18]2=[O:42])[CH:13]=[C:14]([Cl:16])[CH:15]=1, predict the reactants needed to synthesize it. (2) The reactants are: [CH:1]([CH:3]([CH2:8][C:9]1[CH:10]=[N:11][CH:12]=[N:13][CH:14]=1)[C:4]([O:6]C)=O)=O.C([O-])([O-])=O.[K+].[K+].[Cl:21][C:22]1[CH:27]=[CH:26][C:25]([O:28][C:29]2[CH:34]=[CH:33][C:32]([CH2:35][CH2:36][N:37]([CH3:41])[C:38]([NH2:40])=[NH:39])=[CH:31][CH:30]=2)=[CH:24][C:23]=1[C:42]([F:45])([F:44])[F:43]. Given the product [Cl:21][C:22]1[CH:27]=[CH:26][C:25]([O:28][C:29]2[CH:34]=[CH:33][C:32]([CH2:35][CH2:36][N:37]([CH3:41])[C:38]3[NH:40][CH:1]=[C:3]([CH2:8][C:9]4[CH:10]=[N:11][CH:12]=[N:13][CH:14]=4)[C:4](=[O:6])[N:39]=3)=[CH:31][CH:30]=2)=[CH:24][C:23]=1[C:42]([F:43])([F:44])[F:45], predict the reactants needed to synthesize it. (3) The reactants are: [F:1][C:2]1[C:7]([C:8]#[N:9])=[C:6]([CH3:10])[C:5]([C@H:11]2[O:16][CH2:15][C@@H:14]3[CH2:17][NH:18][CH2:19][CH2:20][N:13]3[CH2:12]2)=[CH:4][CH:3]=1.OS(C(F)(F)F)(=O)=O.C1C(=O)N([I:36])C(=O)C1. Given the product [F:1][C:2]1[C:3]([I:36])=[CH:4][C:5]([C@H:11]2[O:16][CH2:15][C@@H:14]3[CH2:17][NH:18][CH2:19][CH2:20][N:13]3[CH2:12]2)=[C:6]([CH3:10])[C:7]=1[C:8]#[N:9], predict the reactants needed to synthesize it. (4) The reactants are: Cl[CH2:2][C:3]([NH:5][C:6]1[CH:11]=[CH:10][CH:9]=[C:8]([C:12]#[N:13])[CH:7]=1)=[O:4].[CH2:14]([CH:21]1[CH2:26][CH2:25][NH:24][CH2:23][CH2:22]1)[C:15]1[CH:20]=[CH:19][CH:18]=[CH:17][CH:16]=1. Given the product [CH2:14]([CH:21]1[CH2:26][CH2:25][N:24]([CH2:2][C:3]([NH:5][C:6]2[CH:11]=[CH:10][CH:9]=[C:8]([C:12]#[N:13])[CH:7]=2)=[O:4])[CH2:23][CH2:22]1)[C:15]1[CH:20]=[CH:19][CH:18]=[CH:17][CH:16]=1, predict the reactants needed to synthesize it. (5) The reactants are: [CH3:1][NH:2][C:3]1[CH:12]=[CH:11][C:10]2[C:5](=[CH:6]C=CC=2)[N:4]=1.[C:13]1([C:13]2[CH:18]=[CH:17][CH:16]=[CH:15][CH:14]=2)[CH:18]=[CH:17][CH:16]=[CH:15][C:14]=1C(C1C=CC=C([C:13]2[C:18]3[C:17](=CC=CC=3)[CH:16]=[CH:15][CH:14]=2)N=1)N[C:13]1[C:18](C(C)C)=[CH:17][CH:16]=[CH:15][C:14]=1C(C)C. Given the product [CH2:1]([NH:2][C:3]1[CH:12]=[CH:11][CH:10]=[C:5]([CH3:6])[N:4]=1)[C:13]1[CH:18]=[CH:17][CH:16]=[CH:15][CH:14]=1, predict the reactants needed to synthesize it.